This data is from Full USPTO retrosynthesis dataset with 1.9M reactions from patents (1976-2016). The task is: Predict the reactants needed to synthesize the given product. Given the product [CH:18]1([C:15]2[NH:14][C:13]3[CH:12]=[C:11]([C:28]4[C:29]([CH3:34])=[N:30][O:31][C:32]=4[CH3:33])[CH:10]=[C:9]([C:1]([C:40]4[CH:39]=[CH:38][CH:37]=[C:36]([CH3:35])[N:41]=4)([C:2]4[CH:3]=[CH:4][CH:5]=[CH:6][CH:7]=4)[OH:8])[C:17]=3[N:16]=2)[CH2:19][CH2:20]1, predict the reactants needed to synthesize it. The reactants are: [C:1]([C:9]1[C:17]2[N:16]=[C:15]([CH:18]3[CH2:20][CH2:19]3)[N:14](C(OC(C)(C)C)=O)[C:13]=2[CH:12]=[C:11]([C:28]2[C:29]([CH3:34])=[N:30][O:31][C:32]=2[CH3:33])[CH:10]=1)(=[O:8])[C:2]1[CH:7]=[CH:6][CH:5]=[CH:4][CH:3]=1.[CH3:35][C:36]1[N:41]=[C:40]([Mg]Br)[CH:39]=[CH:38][CH:37]=1.